From a dataset of Reaction yield outcomes from USPTO patents with 853,638 reactions. Predict the reaction yield, written as a fraction of the theoretical maximum amount of product (1.0 means a 100% yield; for example, 0.34 means a 34% yield). (1) The reactants are C1(CO[C:9]([NH:11][C@H:12]([C:17]([NH:19][C@H:20]([CH2:25][OH:26])[CH2:21][CH2:22][CH2:23][CH3:24])=[O:18])[CH2:13][CH:14]([CH3:16])[CH3:15])=[O:10])C=CC=CC=1.C(N(CC)CC)C.[N:34]1(C(Cl)=O)[CH2:39][CH2:38][O:37][CH2:36][CH2:35]1. The catalyst is CO.C(Cl)Cl.[C].[Pd]. The product is [N:34]1([C:9]([NH:11][C@H:12]([C:17]([NH:19][C@H:20]([CH2:25][OH:26])[CH2:21][CH2:22][CH2:23][CH3:24])=[O:18])[CH2:13][CH:14]([CH3:15])[CH3:16])=[O:10])[CH2:39][CH2:38][O:37][CH2:36][CH2:35]1. The yield is 0.710. (2) The reactants are [H-].[Na+].[C:3]([O:10][CH3:11])(=[O:9])[CH2:4][C:5]([O:7][CH3:8])=[O:6].Br[CH2:13][CH2:14][C:15]1[CH:20]=[CH:19][CH:18]=[CH:17][CH:16]=1. The catalyst is CN(C=O)C.[Na+].[Cl-]. The product is [C:15]1([CH2:14][CH2:13][C:4]([CH2:13][CH2:14][C:15]2[CH:20]=[CH:19][CH:18]=[CH:17][CH:16]=2)([C:3]([O:10][CH3:11])=[O:9])[C:5]([O:7][CH3:8])=[O:6])[CH:20]=[CH:19][CH:18]=[CH:17][CH:16]=1. The yield is 0.390. (3) The reactants are [C:1]([O:7][CH2:8][CH3:9])(=[O:6])[CH2:2][C:3]([CH3:5])=O.[F:10][C:11]1[CH:18]=[CH:17][C:14]([CH:15]=O)=[CH:13][CH:12]=1.[NH4+:19].[OH-:20]. The catalyst is CCO.C(Cl)Cl. The product is [F:10][C:11]1[CH:18]=[CH:17][C:14]([CH:15]2[C:2]([C:1]([O:7][CH2:8][CH3:9])=[O:6])=[C:3]([CH3:5])[NH:19][C:3]([CH3:5])=[C:2]2[C:1]([O:7][CH2:8][CH3:9])=[O:20])=[CH:13][CH:12]=1. The yield is 0.580. (4) The catalyst is CC(C)=O. The reactants are [CH2:1]([O:3][C:4](=[O:17])[CH2:5][CH:6]([CH3:16])[C:7]([C:9]1[CH:14]=[CH:13][C:12]([OH:15])=[CH:11][CH:10]=1)=[O:8])[CH3:2].Br[CH2:19][CH2:20][CH2:21][Cl:22].C([O-])([O-])=O.[K+].[K+]. The yield is 0.560. The product is [CH2:1]([O:3][C:4](=[O:17])[CH2:5][CH:6]([CH3:16])[C:7]([C:9]1[CH:10]=[CH:11][C:12]([O:15][CH2:19][CH2:20][CH2:21][Cl:22])=[CH:13][CH:14]=1)=[O:8])[CH3:2]. (5) The reactants are [Cl:1][CH2:2][CH2:3][CH2:4][N:5]1[C:9]2[CH:10]=[CH:11][CH:12]=[CH:13][C:8]=2[NH:7][C:6]1=[O:14].C=O.[C:17]([O-])(=[O:19])C.[Na+]. The catalyst is C(O)(=O)C. The product is [Cl:1][CH2:2][CH2:3][CH2:4][N:5]1[C:9]2[CH:10]=[CH:11][CH:12]=[CH:13][C:8]=2[N:7]([CH2:17][OH:19])[C:6]1=[O:14]. The yield is 0.900. (6) The reactants are [F:1][C:2]1[CH:7]=[CH:6][C:5]([CH2:8][C:9]2[CH:18]=[C:17]3[C:12]([C:13]([OH:26])=[C:14]([C:21](OCC)=[O:22])[C:15](=[O:20])[N:16]3[CH3:19])=[N:11][CH:10]=2)=[CH:4][CH:3]=1.[NH2:27][CH2:28][CH2:29][NH:30][C:31](=[O:33])[CH3:32]. No catalyst specified. The product is [C:31]([NH:30][CH2:29][CH2:28][NH:27][C:21]([C:14]1[C:15](=[O:20])[N:16]([CH3:19])[C:17]2[C:12]([C:13]=1[OH:26])=[N:11][CH:10]=[C:9]([CH2:8][C:5]1[CH:4]=[CH:3][C:2]([F:1])=[CH:7][CH:6]=1)[CH:18]=2)=[O:22])(=[O:33])[CH3:32]. The yield is 0.390. (7) The reactants are [OH:1][C:2]1[CH:9]=[CH:8][C:5]([CH2:6][OH:7])=[CH:4][CH:3]=1.C(N(CC)CC)C.[C:17](Cl)(=[O:19])[CH3:18]. The catalyst is C(OCC)(=O)C. The product is [C:17]([O:1][C:2]1[CH:9]=[CH:8][C:5]([CH2:6][OH:7])=[CH:4][CH:3]=1)(=[O:19])[CH3:18]. The yield is 0.400. (8) The reactants are [C:1]([C:4]1[CH:27]=[CH:26][C:7]([O:8][CH2:9][C:10]2[CH:15]=[CH:14][C:13]([CH:16]([OH:25])[C:17]3[CH:18]=[C:19]([CH:22]=[CH:23][CH:24]=3)[C:20]#N)=[CH:12][CH:11]=2)=[C:6]([CH2:28][CH2:29][CH3:30])[C:5]=1[OH:31])(=[O:3])[CH3:2].[OH-:32].[K+].C(O)C.Cl.[OH2:38]. No catalyst specified. The product is [C:1]([C:4]1[CH:27]=[CH:26][C:7]([O:8][CH2:9][C:10]2[CH:15]=[CH:14][C:13]([CH:16]([OH:25])[C:17]3[CH:18]=[C:19]([CH:22]=[CH:23][CH:24]=3)[C:20]([OH:38])=[O:32])=[CH:12][CH:11]=2)=[C:6]([CH2:28][CH2:29][CH3:30])[C:5]=1[OH:31])(=[O:3])[CH3:2]. The yield is 0.750. (9) The reactants are [CH3:1][CH:2]([CH3:25])[CH2:3][C@H:4]([N:8]1[CH2:12][C:11]([O:13][C:14]2[CH:19]=[CH:18][CH:17]=[C:16]([C:20]([F:23])([F:22])[F:21])[CH:15]=2)=[CH:10][C:9]1=[O:24])[C:5](O)=[O:6].CN(C)CCCN=C=NCC.ON1C2C=CC=CC=2N=N1.[CH3:47][C:48]1([CH3:60])[O:52][C@H:51]([CH2:53][N:54]2[CH:58]=[CH:57][C:56]([NH2:59])=[N:55]2)[CH2:50][O:49]1. The catalyst is ClCCl. The product is [CH3:47][C:48]1([CH3:60])[O:52][C@H:51]([CH2:53][N:54]2[CH:58]=[CH:57][C:56]([NH:59][C:5](=[O:6])[C@@H:4]([N:8]3[CH2:12][C:11]([O:13][C:14]4[CH:19]=[CH:18][CH:17]=[C:16]([C:20]([F:23])([F:22])[F:21])[CH:15]=4)=[CH:10][C:9]3=[O:24])[CH2:3][CH:2]([CH3:25])[CH3:1])=[N:55]2)[CH2:50][O:49]1. The yield is 0.510.